Dataset: Reaction yield outcomes from USPTO patents with 853,638 reactions. Task: Predict the reaction yield, written as a fraction of the theoretical maximum amount of product (1.0 means a 100% yield; for example, 0.34 means a 34% yield). (1) The yield is 0.820. The catalyst is C(OCC)(=O)C.CCCCCC. The reactants are O[C:2]1([C:23]2[CH:28]=[CH:27][CH:26]=[CH:25][CH:24]=2)[C:6]2[CH:7]=[C:8]([NH:13][C:14](=[O:20])[CH2:15][C:16]([CH3:19])([CH3:18])[CH3:17])[C:9]([CH3:12])=[C:10]([CH3:11])[C:5]=2[O:4][C:3]1([CH3:22])[CH3:21]. The product is [CH3:21][C:3]1([CH3:22])[CH:2]([C:23]2[CH:24]=[CH:25][CH:26]=[CH:27][CH:28]=2)[C:6]2[CH:7]=[C:8]([NH:13][C:14](=[O:20])[CH2:15][C:16]([CH3:19])([CH3:18])[CH3:17])[C:9]([CH3:12])=[C:10]([CH3:11])[C:5]=2[O:4]1. (2) The reactants are [CH3:1][Si:2]([CH3:15])([CH3:14])[CH2:3][CH2:4][O:5][CH2:6][N:7]1[CH:11]=[C:10]([C:12]#[N:13])[N:9]=[CH:8]1.[Br:16]N1C(=O)CCC1=O.N(C(C)(C)C#N)=NC(C)(C)C#N. The catalyst is C(Cl)(Cl)(Cl)Cl.CCOC(C)=O. The product is [Br:16][C:8]1[N:7]([CH2:6][O:5][CH2:4][CH2:3][Si:2]([CH3:15])([CH3:14])[CH3:1])[CH:11]=[C:10]([C:12]#[N:13])[N:9]=1. The yield is 0.770. (3) The reactants are [CH2:1]([O:3][CH:4]([O:7][CH2:8][CH3:9])[CH2:5]Br)[CH3:2].C(=O)([O-])[O-].[Cs+].[Cs+].CN(C)C(=O)C.[Cl:22][C:23]1[CH:24]=[C:25]([OH:30])[CH:26]=[N:27][C:28]=1[Cl:29]. The catalyst is C(OCC)(=O)C. The product is [Cl:29][C:28]1[C:23]([Cl:22])=[CH:24][C:25]([O:30][CH2:5][CH:4]([O:7][CH2:8][CH3:9])[O:3][CH2:1][CH3:2])=[CH:26][N:27]=1. The yield is 0.880. (4) The reactants are Br[CH2:2][CH2:3][O:4][C:5]1[CH:14]=[CH:13][CH:12]=[C:11]2[C:6]=1[CH:7]=[CH:8][C:9]([CH3:15])=[N:10]2.Cl.[N+:17]([C:20]1[CH:21]=[C:22]([CH:30]=[CH:31][CH:32]=1)[CH:23]=[C:24]1[CH2:29][CH2:28][NH:27][CH2:26][CH2:25]1)([O-:19])=[O:18].C(=O)([O-])[O-].[K+].[K+]. The catalyst is CN(C)C=O. The product is [CH3:15][C:9]1[CH:8]=[CH:7][C:6]2[C:11](=[CH:12][CH:13]=[CH:14][C:5]=2[O:4][CH2:3][CH2:2][N:27]2[CH2:26][CH2:25][C:24](=[CH:23][C:22]3[CH:21]=[C:20]([N+:17]([O-:19])=[O:18])[CH:32]=[CH:31][CH:30]=3)[CH2:29][CH2:28]2)[N:10]=1. The yield is 0.780. (5) The reactants are [OH-].[Li+].[CH2:3]([O:10][C:11]1[CH:26]=[CH:25][C:24]([CH:27]=[O:28])=[CH:23][C:12]=1[C:13]([O:15]CC1C=CC=CC=1)=[O:14])[C:4]1[CH:9]=[CH:8][CH:7]=[CH:6][CH:5]=1.Cl. The catalyst is O.O1CCCC1.CO. The product is [CH2:3]([O:10][C:11]1[CH:26]=[CH:25][C:24]([CH:27]=[O:28])=[CH:23][C:12]=1[C:13]([OH:15])=[O:14])[C:4]1[CH:5]=[CH:6][CH:7]=[CH:8][CH:9]=1. The yield is 0.890. (6) The reactants are [Cl:1][C:2]1[CH:7]=[C:6]([O:8][C:9]2[C:18]3[C:13](=[CH:14][C:15]([OH:21])=[C:16]([O:19][CH3:20])[CH:17]=3)[N:12]=[CH:11][N:10]=2)[CH:5]=[CH:4][C:3]=1[NH:22][C:23]([NH:25][CH3:26])=[O:24].C1(P(C2C=CC=CC=2)C2C=CC=CC=2)C=CC=CC=1.[N:46]1([CH:52](O)[CH2:53][CH3:54])[CH2:51][CH2:50][CH2:49][CH2:48][CH2:47]1.N(C(OCC)=O)=NC(OCC)=O. The catalyst is CN(C)C=O. The product is [Cl:1][C:2]1[CH:7]=[C:6]([O:8][C:9]2[C:18]3[C:13](=[CH:14][C:15]([O:21][CH2:54][CH2:53][CH2:52][N:46]4[CH2:51][CH2:50][CH2:49][CH2:48][CH2:47]4)=[C:16]([O:19][CH3:20])[CH:17]=3)[N:12]=[CH:11][N:10]=2)[CH:5]=[CH:4][C:3]=1[NH:22][C:23]([NH:25][CH3:26])=[O:24]. The yield is 0.250.